From a dataset of Catalyst prediction with 721,799 reactions and 888 catalyst types from USPTO. Predict which catalyst facilitates the given reaction. (1) Reactant: [O:1]([CH2:8][CH2:9][S:10][CH2:11][C:12]1[O:16][C:15]([C:17]2[CH:18]=[C:19]3[C:24](=[CH:25][CH:26]=2)[CH:23]=[C:22]([CH2:27][OH:28])[CH:21]=[CH:20]3)=[N:14][N:13]=1)[C:2]1[CH:7]=[CH:6][CH:5]=[CH:4][CH:3]=1.C(N(CC)CC)C.[CH3:36][S:37]([Cl:40])(=[O:39])=[O:38]. Product: [Cl:40][CH2:27][C:22]1[CH:23]=[C:24]2[C:19](=[CH:20][CH:21]=1)[CH:18]=[C:17]([C:15]1[O:16][C:12]([CH2:11][S:10][CH2:9][CH2:8][O:1][C:2]3[CH:7]=[CH:6][CH:5]=[CH:4][CH:3]=3)=[N:13][N:14]=1)[CH:26]=[CH:25]2.[O:1]([CH2:8][CH2:9][S:10][CH2:11][C:12]1[O:16][C:15]([C:17]2[CH:18]=[C:19]3[C:24](=[CH:25][CH:26]=2)[CH:23]=[C:22]([CH2:27][O:28][S:37]([CH3:36])(=[O:39])=[O:38])[CH:21]=[CH:20]3)=[N:14][N:13]=1)[C:2]1[CH:7]=[CH:6][CH:5]=[CH:4][CH:3]=1. The catalyst class is: 4. (2) Reactant: [NH2:1][C:2]1[CH:7]=[CH:6][CH:5]=[CH:4][CH:3]=1.[N:8]#[C:9][NH2:10].Cl.O1CCOCC1. Product: [C:2]1([NH:1][C:9]([NH2:10])=[NH:8])[CH:7]=[CH:6][CH:5]=[CH:4][CH:3]=1. The catalyst class is: 581. (3) Reactant: [Cl:1][C:2]1[CH:3]=[CH:4][C:5]2[N:11]3[C:12]([C:15]([Cl:18])([F:17])[F:16])=[N:13][N:14]=[C:10]3[C@@H:9]([CH2:19][C:20]([O:22][CH2:23][CH3:24])=[O:21])[O:8][C@H:7]([C:25]3[CH:30]=[CH:29][CH:28]=[C:27]([O:31][CH3:32])[C:26]=3[Cl:33])[C:6]=2[CH:34]=1.CCCCCC. Product: [Cl:1][C:2]1[CH:3]=[CH:4][C:5]2[N:11]3[C:12]([C:15]([Cl:18])([F:17])[F:16])=[N:13][N:14]=[C:10]3[C@@H:9]([CH2:19][C:20]([O:22][CH2:23][CH3:24])=[O:21])[O:8][C@H:7]([C:25]3[CH:30]=[CH:29][CH:28]=[C:27]([O:31][CH3:32])[C:26]=3[Cl:33])[C:6]=2[CH:34]=1.[Cl:1][C:2]1[CH:3]=[CH:4][C:5]2[N:11]3[C:12]([C:15]([Cl:18])([F:17])[F:16])=[N:13][N:14]=[C:10]3[C@H:9]([CH2:19][C:20]([O:22][CH2:23][CH3:24])=[O:21])[O:8][C@@H:7]([C:25]3[CH:30]=[CH:29][CH:28]=[C:27]([O:31][CH3:32])[C:26]=3[Cl:33])[C:6]=2[CH:34]=1. The catalyst class is: 32. (4) Reactant: [NH2:1][C:2]1[CH:3]=[C:4]([NH:8][C:9]2[C:14]([F:15])=[CH:13][N:12]=[C:11]([NH:16][C:17]3[CH:22]=[CH:21][C:20]([O:23][CH2:24][CH2:25][O:26][CH3:27])=[CH:19][CH:18]=3)[N:10]=2)[CH:5]=[CH:6][CH:7]=1.[C:28](Cl)(=[O:31])[CH:29]=[CH2:30].C(Cl)(Cl)Cl.CO.C(=O)(O)[O-].[Na+]. Product: [F:15][C:14]1[C:9]([NH:8][C:4]2[CH:3]=[C:2]([NH:1][C:28](=[O:31])[CH:29]=[CH2:30])[CH:7]=[CH:6][CH:5]=2)=[N:10][C:11]([NH:16][C:17]2[CH:22]=[CH:21][C:20]([O:23][CH2:24][CH2:25][O:26][CH3:27])=[CH:19][CH:18]=2)=[N:12][CH:13]=1. The catalyst class is: 34. (5) Reactant: [NH2:1][C:2]1[CH:3]=[CH:4][C:5]([O:8][CH2:9][C:10]2[CH:15]=[CH:14][N:13]=[CH:12][CH:11]=2)=[N:6][CH:7]=1.[C:16](=O)([O:18]C1C=CC=CC=1)N.[CH3:26][O:27][C:28]1[CH:29]=[C:30]2[C:34](=[CH:35][C:36]=1[C:37]([F:40])([F:39])[F:38])[NH:33][CH2:32][CH2:31]2. Product: [CH3:26][O:27][C:28]1[CH:29]=[C:30]2[C:34](=[CH:35][C:36]=1[C:37]([F:40])([F:38])[F:39])[N:33]([C:16](=[O:18])[NH:1][C:2]1[CH:7]=[N:6][C:5]([O:8][CH2:9][C:10]3[CH:15]=[CH:14][N:13]=[CH:12][CH:11]=3)=[CH:4][CH:3]=1)[CH2:32][CH2:31]2. The catalyst class is: 13. (6) Reactant: [CH:1]([O:4][C:5]([N:7]1[CH2:12][CH2:11][CH:10]([CH:13]2[CH2:17][C:16]3[CH:18]=[C:19]([C:22]4[C:23]([CH3:29])=[N:24][C:25](Cl)=[CH:26][CH:27]=4)[CH:20]=[CH:21][C:15]=3[O:14]2)[CH2:9][CH2:8]1)=[O:6])([CH3:3])[CH3:2].[CH3:30][S:31]C.[Na]. Product: [CH:1]([O:4][C:5]([N:7]1[CH2:12][CH2:11][CH:10]([CH:13]2[CH2:17][C:16]3[CH:18]=[C:19]([C:22]4[C:23]([CH3:29])=[N:24][C:25]([S:31][CH3:30])=[CH:26][CH:27]=4)[CH:20]=[CH:21][C:15]=3[O:14]2)[CH2:9][CH2:8]1)=[O:6])([CH3:3])[CH3:2]. The catalyst class is: 13.